Dataset: Reaction yield outcomes from USPTO patents with 853,638 reactions. Task: Predict the reaction yield, written as a fraction of the theoretical maximum amount of product (1.0 means a 100% yield; for example, 0.34 means a 34% yield). (1) The reactants are C([O-])([O-])=O.[K+].[K+].[CH2:7](Br)[C:8]1[CH:13]=[CH:12][CH:11]=[CH:10][CH:9]=1.[Cl:15][C:16]1[CH:21]=[C:20]([N+:22]([O-:24])=[O:23])[C:19]([F:25])=[CH:18][C:17]=1[OH:26]. The catalyst is CN(C=O)C.O. The product is [CH2:7]([O:26][C:17]1[C:16]([Cl:15])=[CH:21][C:20]([N+:22]([O-:24])=[O:23])=[C:19]([F:25])[CH:18]=1)[C:8]1[CH:13]=[CH:12][CH:11]=[CH:10][CH:9]=1. The yield is 0.760. (2) The reactants are [N+:1]([C:4]1[CH:5]=[C:6]2[C:10](=[CH:11][CH:12]=1)[NH:9][CH:8]=[CH:7]2)([O-:3])=[O:2].[Al+3].[Cl-].[Cl-].[Cl-].Br[C:18]([CH3:21])([CH3:20])[CH3:19]. The catalyst is C(Cl)Cl. The product is [C:18]([C:7]1[C:6]2[C:10](=[CH:11][CH:12]=[C:4]([N+:1]([O-:3])=[O:2])[CH:5]=2)[NH:9][CH:8]=1)([CH3:21])([CH3:20])[CH3:19]. The yield is 0.310.